Dataset: Full USPTO retrosynthesis dataset with 1.9M reactions from patents (1976-2016). Task: Predict the reactants needed to synthesize the given product. (1) Given the product [CH2:7]([N:10]1[CH:14]=[C:13]([CH2:15][OH:16])[N:12]=[CH:11]1)[CH2:8][CH3:9], predict the reactants needed to synthesize it. The reactants are: [H-].[H-].[H-].[H-].[Li+].[Al+3].[CH2:7]([N:10]1[CH:14]=[C:13]([CH:15]=[O:16])[N:12]=[CH:11]1)[CH2:8][CH3:9].[OH-].[Na+].[O-]S([O-])(=O)=O.[Mg+2]. (2) Given the product [O:44]1[CH2:49][CH2:48][O:47][CH2:46][CH:45]1[C:50]1[C:58]2[S:57][C:56]([NH:59][C:6](=[O:8])[C:5]3[CH:4]=[CH:3][C:2]([F:1])=[CH:10][CH:9]=3)=[N:55][C:54]=2[C:53]([O:60][CH3:61])=[CH:52][CH:51]=1, predict the reactants needed to synthesize it. The reactants are: [F:1][C:2]1[CH:10]=[CH:9][C:5]([C:6]([OH:8])=O)=[CH:4][CH:3]=1.CN(C(ON1N=NC2C=CC=NC1=2)=[N+](C)C)C.F[P-](F)(F)(F)(F)F.C(N(C(C)C)C(C)C)C.[O:44]1[CH2:49][CH2:48][O:47][CH2:46][CH:45]1[C:50]1[C:58]2[S:57][C:56]([NH2:59])=[N:55][C:54]=2[C:53]([O:60][CH3:61])=[CH:52][CH:51]=1. (3) Given the product [Br:13][C:5]1[C:4]([NH2:10])=[C:3]([O:11][CH3:12])[C:2]([Cl:1])=[C:7]([O:8][CH3:9])[CH:6]=1, predict the reactants needed to synthesize it. The reactants are: [Cl:1][C:2]1[C:3]([O:11][CH3:12])=[C:4]([NH2:10])[CH:5]=[CH:6][C:7]=1[O:8][CH3:9].[Br:13]N1C(=O)CCC1=O. (4) Given the product [NH2:16][CH2:15][C:11]1[N:10]=[C:9]([N:8]([CH2:18][C:19]([O:21][C:22]([CH3:25])([CH3:24])[CH3:23])=[O:20])[C:6]([O:5][C:1]([CH3:4])([CH3:3])[CH3:2])=[O:7])[CH:14]=[CH:13][CH:12]=1, predict the reactants needed to synthesize it. The reactants are: [C:1]([O:5][C:6]([N:8]([CH2:18][C:19]([O:21][C:22]([CH3:25])([CH3:24])[CH3:23])=[O:20])[C:9]1[CH:14]=[CH:13][CH:12]=[C:11]([CH:15]=[N:16]O)[N:10]=1)=[O:7])([CH3:4])([CH3:3])[CH3:2].[H][H]. (5) Given the product [CH3:16][C:17]([CH3:22])([CH3:21])[C:18]([NH:15][C:2]1[CH:3]=[CH:4][C:5]2[O:6][C:7]3[CH2:14][CH2:13][CH2:12][CH2:11][CH2:10][C:8]=3[C:9]=2[CH:1]=1)=[O:19], predict the reactants needed to synthesize it. The reactants are: [CH:1]1[C:9]2[C:8]3[CH2:10][CH2:11][CH2:12][CH2:13][CH2:14][C:7]=3[O:6][C:5]=2[CH:4]=[CH:3][C:2]=1[NH2:15].[CH3:16][C:17]([CH3:22])([CH3:21])[C:18](Cl)=[O:19].